Dataset: Reaction yield outcomes from USPTO patents with 853,638 reactions. Task: Predict the reaction yield, written as a fraction of the theoretical maximum amount of product (1.0 means a 100% yield; for example, 0.34 means a 34% yield). (1) The reactants are [CH2:1]([O:8][C:9]([N:11]1[CH2:16][CH2:15][CH:14]([N:17]([C:27]2[CH:32]=[CH:31][C:30]([CH2:33][NH2:34])=[CH:29][CH:28]=2)[CH2:18][C:19]2[CH:24]=[CH:23][CH:22]=[C:21]([C:25]#[N:26])[CH:20]=2)[CH2:13][CH2:12]1)=[O:10])[C:2]1[CH:7]=[CH:6][CH:5]=[CH:4][CH:3]=1.CCN(CC)CC.[C:42](OC(=O)C)(=[O:44])[CH3:43]. The catalyst is C(Cl)Cl. The product is [CH2:1]([O:8][C:9]([N:11]1[CH2:16][CH2:15][CH:14]([N:17]([C:27]2[CH:32]=[CH:31][C:30]([CH2:33][NH:34][C:42](=[O:44])[CH3:43])=[CH:29][CH:28]=2)[CH2:18][C:19]2[CH:24]=[CH:23][CH:22]=[C:21]([C:25]#[N:26])[CH:20]=2)[CH2:13][CH2:12]1)=[O:10])[C:2]1[CH:7]=[CH:6][CH:5]=[CH:4][CH:3]=1. The yield is 0.910. (2) The catalyst is C(O)C. The yield is 0.0870. The reactants are [Cl:1][C:2]1[CH:12]=[N:11][CH:10]=[C:9]([CH:13]=O)[C:3]=1[C:4]([O:6][CH2:7][CH3:8])=[O:5].[C:15]([NH:18][NH2:19])(=[O:17])[CH3:16].C(Cl)Cl.O. The product is [C:15]([NH:18]/[N:19]=[CH:13]/[C:9]1[CH:10]=[N:11][CH:12]=[C:2]([Cl:1])[C:3]=1[C:4]([O:6][CH2:7][CH3:8])=[O:5])(=[O:17])[CH3:16]. (3) The catalyst is C(OCC)C. The yield is 0.740. The reactants are [CH2:1]=[CH:2][CH2:3][CH:4]([OH:6])C.[C:7](N1C=CN=C1)(N1C=CN=C1)=[O:8].Cl.[CH3:20][O:21][C:22](=[O:29])[C@H:23]([CH2:25][CH2:26][CH2:27][CH3:28])[NH2:24].[CH3:30]N(C=O)C. The product is [CH2:4]([O:6][C:7]([NH:24][C@H:23]([C:22]([O:21][CH3:20])=[O:29])[CH2:25][CH2:26][CH2:27][CH3:28])=[O:8])[CH2:3][CH2:2][CH:1]=[CH2:30]. (4) The reactants are [CH3:1][O:2][C:3](=[O:20])[C:4]1[CH:9]=[C:8]([N+:10]([O-])=O)[CH:7]=[C:6]([C:13]2[CH:18]=[CH:17][C:16]([CH3:19])=[CH:15][N:14]=2)[CH:5]=1.Cl[Sn]Cl. The catalyst is CO.C(OCC)(=O)C. The product is [CH3:1][O:2][C:3](=[O:20])[C:4]1[CH:5]=[C:6]([C:13]2[CH:18]=[CH:17][C:16]([CH3:19])=[CH:15][N:14]=2)[CH:7]=[C:8]([NH2:10])[CH:9]=1. The yield is 0.900.